This data is from Catalyst prediction with 721,799 reactions and 888 catalyst types from USPTO. The task is: Predict which catalyst facilitates the given reaction. (1) Reactant: CN([CH2:4][C:5]1[C:9]2[CH:10]=[CH:11][CH:12]=[C:13]([O:14][CH2:15][C:16]3[CH:21]=[CH:20][CH:19]=[CH:18][CH:17]=3)[C:8]=2[NH:7][CH:6]=1)C.[OH-].[Na+].[N+:24]([CH:27]([CH3:29])[CH3:28])([O-:26])=[O:25]. Product: [CH3:28][C:27]([N+:24]([O-:26])=[O:25])([CH3:29])[CH2:4][C:5]1[C:9]2[C:8](=[C:13]([O:14][CH2:15][C:16]3[CH:17]=[CH:18][CH:19]=[CH:20][CH:21]=3)[CH:12]=[CH:11][CH:10]=2)[NH:7][CH:6]=1. The catalyst class is: 28. (2) Reactant: Cl[C:2]1[C:11]2[C:6](=[CH:7][C:8]([O:12][CH3:13])=[CH:9][CH:10]=2)[N:5]=[CH:4][N:3]=1.[F:14][C:15]1[CH:20]=[C:19]([N+:21]([O-:23])=[O:22])[CH:18]=[CH:17][C:16]=1O.C1(OC2C=CC=CC=2)C=CC=CC=1. Product: [F:14][C:15]1[CH:20]=[C:19]([N+:21]([O-:23])=[O:22])[CH:18]=[CH:17][C:16]=1[C:2]1[C:11]2[C:6](=[CH:7][C:8]([O:12][CH3:13])=[CH:9][CH:10]=2)[N:5]=[CH:4][N:3]=1. The catalyst class is: 6.